From a dataset of Catalyst prediction with 721,799 reactions and 888 catalyst types from USPTO. Predict which catalyst facilitates the given reaction. Reactant: [C:1]([C:3]1[S:7][C:6]([N:8]2[CH2:13][CH2:12][O:11][CH2:10][CH2:9]2)=[N:5][C:4]=1[NH:14][C:15](=[O:17])[CH3:16])#[N:2].C([O-])([O-])=O.[K+].[K+].Br[CH2:25][C:26]1[CH:31]=[CH:30][CH:29]=[C:28]([C:32]([F:35])([F:34])[F:33])[C:27]=1[CH3:36]. Product: [C:1]([C:3]1[S:7][C:6]([N:8]2[CH2:13][CH2:12][O:11][CH2:10][CH2:9]2)=[N:5][C:4]=1[N:14]([CH2:25][C:26]1[CH:31]=[CH:30][CH:29]=[C:28]([C:32]([F:33])([F:34])[F:35])[C:27]=1[CH3:36])[C:15](=[O:17])[CH3:16])#[N:2]. The catalyst class is: 9.